This data is from Catalyst prediction with 721,799 reactions and 888 catalyst types from USPTO. The task is: Predict which catalyst facilitates the given reaction. (1) Reactant: [Br:1][C:2]1[CH:3]=[C:4]([O:13][CH:14]([CH3:16])[CH3:15])[C:5]([CH3:12])=[C:6]([CH:11]=1)[C:7](OC)=[O:8]. Product: [Br:1][C:2]1[CH:3]=[C:4]([O:13][CH:14]([CH3:16])[CH3:15])[C:5]([CH3:12])=[C:6]([CH2:7][OH:8])[CH:11]=1. The catalyst class is: 1. (2) Reactant: [C:1]([C:5]1[CH:10]=[CH:9][C:8]([C:11]2[CH:12]=[C:13]([CH3:16])[S:14][CH:15]=2)=[CH:7][CH:6]=1)([CH3:4])([CH3:3])[CH3:2].CN(CCN(C)C)C.[Li]CCCC.CN(C)[C:32](=O)[O:33]CC.[NH4+].[Cl-]. Product: [C:1]([C:5]1[CH:6]=[CH:7][C:8]2[C:11]3[CH:12]=[C:13]([CH3:16])[S:14][C:15]=3[C:32](=[O:33])[C:9]=2[CH:10]=1)([CH3:4])([CH3:3])[CH3:2]. The catalyst class is: 788. (3) Reactant: [H-].[Na+].[CH:3]1([CH2:6][OH:7])[CH2:5][CH2:4]1.[Cl:8][C:9]1[N:14]=[C:13](Cl)[CH:12]=[C:11]([CH2:16][O:17][CH2:18][C:19]([F:22])([F:21])[F:20])[N:10]=1.O. Product: [Cl:8][C:9]1[N:14]=[C:13]([O:7][CH2:6][CH:3]2[CH2:5][CH2:4]2)[CH:12]=[C:11]([CH2:16][O:17][CH2:18][C:19]([F:22])([F:20])[F:21])[N:10]=1. The catalyst class is: 1. (4) Reactant: C(O[C:4](=[O:9])[CH2:5][C:6](=O)[CH3:7])C.[C:10]1([NH:16][C:17]([NH:19][C:20]([NH2:22])=[NH:21])=[NH:18])[CH:15]=[CH:14][CH:13]=[CH:12][CH:11]=1. Product: [CH3:7][C:6]1[N:21]=[C:20]([NH:19][C:17]([NH:16][C:10]2[CH:15]=[CH:14][CH:13]=[CH:12][CH:11]=2)=[NH:18])[NH:22][C:4](=[O:9])[CH:5]=1. The catalyst class is: 8. (5) Reactant: Br[C:2]([CH3:17])([CH3:16])[C:3]([NH:5][C:6]1[CH:11]=[C:10]([N+:12]([O-:14])=[O:13])[CH:9]=[CH:8][C:7]=1[OH:15])=[O:4].C([O-])([O-])=O.[K+].[K+]. Product: [CH3:16][C:2]1([CH3:17])[C:3](=[O:4])[NH:5][C:6]2[CH:11]=[C:10]([N+:12]([O-:14])=[O:13])[CH:9]=[CH:8][C:7]=2[O:15]1. The catalyst class is: 3. (6) Reactant: [CH2:1]([S:3]([C:6]1[CH:7]=[CH:8][C:9]([O:23][CH:24]2[CH2:29][CH2:28][C:27](=[O:30])[CH2:26][CH2:25]2)=[C:10]([C:12]2[C:13]3[CH:22]=[CH:21][NH:20][C:14]=3[C:15](=[O:19])[N:16]([CH3:18])[CH:17]=2)[CH:11]=1)(=[O:5])=[O:4])[CH3:2].[BH4-].[Na+]. Product: [CH2:1]([S:3]([C:6]1[CH:7]=[CH:8][C:9]([O:23][C@H:24]2[CH2:29][CH2:28][C@@H:27]([OH:30])[CH2:26][CH2:25]2)=[C:10]([C:12]2[C:13]3[CH:22]=[CH:21][NH:20][C:14]=3[C:15](=[O:19])[N:16]([CH3:18])[CH:17]=2)[CH:11]=1)(=[O:5])=[O:4])[CH3:2]. The catalyst class is: 7.